The task is: Predict the reaction yield, written as a fraction of the theoretical maximum amount of product (1.0 means a 100% yield; for example, 0.34 means a 34% yield).. This data is from Reaction yield outcomes from USPTO patents with 853,638 reactions. (1) The reactants are [N:1]1[C:10]2[C:5](=[CH:6][CH:7]=[CH:8][CH:9]=2)[C:4](B(O)O)=[CH:3][CH:2]=1.FC(F)(F)S(O[C:20]1[C@@:24]2([CH3:42])[CH2:25][CH2:26][C@H:27]3[C@H:36]([C@@H:23]2[CH2:22][CH:21]=1)[CH2:35][CH:34]=[C:33]1[C@:28]3([CH3:41])[CH2:29][CH2:30][C:31](=[O:40])[N:32]1[CH:37]1[CH2:39][CH2:38]1)(=O)=O. The catalyst is O1CCOCC1.Cl[Pd](Cl)([P](C1C=CC=CC=1)(C1C=CC=CC=1)C1C=CC=CC=1)[P](C1C=CC=CC=1)(C1C=CC=CC=1)C1C=CC=CC=1. The product is [CH:37]1([N:32]2[C:33]3[C@@:28]([CH3:41])([C@H:27]4[CH2:26][CH2:25][C@@:24]5([CH3:42])[C@@H:23]([CH2:22][CH:21]=[C:20]5[C:3]5[CH:2]=[N:1][C:10]6[C:5]([CH:4]=5)=[CH:6][CH:7]=[CH:8][CH:9]=6)[C@@H:36]4[CH2:35][CH:34]=3)[CH2:29][CH2:30][C:31]2=[O:40])[CH2:38][CH2:39]1. The yield is 0.300. (2) The reactants are Br[C:2]1[C:3]2[C:4]3[CH:19]=[CH:18][S:17][C:5]=3[C:6](=[O:16])[NH:7][C:8]=2[C:9]([F:15])=[C:10]([F:14])[C:11]=1[O:12][CH3:13].[CH3:20][N:21]([CH3:33])[CH:22]([C:24]1[CH:29]=[CH:28][C:27](B(O)O)=[CH:26][CH:25]=1)[CH3:23]. No catalyst specified. The product is [CH3:33][N:21]([CH3:20])[CH:22]([C:24]1[CH:29]=[CH:28][C:27]([C:2]2[C:3]3[C:4]4[CH:19]=[CH:18][S:17][C:5]=4[C:6](=[O:16])[NH:7][C:8]=3[C:9]([F:15])=[C:10]([F:14])[C:11]=2[O:12][CH3:13])=[CH:26][CH:25]=1)[CH3:23]. The yield is 0.350. (3) The reactants are [NH2:1][C:2]1[CH:7]=[CH:6][C:5]([CH2:8][C:9]([O:11][CH3:12])=[O:10])=[CH:4][C:3]=1[Br:13].[Cl:14][C:15]1[CH:20]=[CH:19][CH:18]=[CH:17][C:16]=1[N:21]=[C:22]=[O:23].CCN(CC)CC. The catalyst is C1COCC1. The product is [Br:13][C:3]1[CH:4]=[C:5]([CH2:8][C:9]([O:11][CH3:12])=[O:10])[CH:6]=[CH:7][C:2]=1[NH:1][C:22]([NH:21][C:16]1[CH:17]=[CH:18][CH:19]=[CH:20][C:15]=1[Cl:14])=[O:23]. The yield is 0.740. (4) The product is [NH2:17][CH:18]([C:19](=[O:37])[N:20]1[CH2:25][CH2:24][CH2:23][CH2:22][CH:21]1[C:26]1[NH:27][CH:28]=[C:29]([C:31]2[CH:36]=[CH:35][CH:34]=[CH:33][CH:32]=2)[N:30]=1)[CH2:38][C:39]1[CH:40]=[CH:41][C:42]([C:45]([NH:46][CH3:47])=[O:48])=[CH:43][CH:44]=1. The catalyst is C(Cl)(Cl)Cl. The reactants are C1C2C(COC(=O)[NH:17][CH:18]([CH2:38][C:39]3[CH:44]=[CH:43][C:42]([C:45](=[O:48])[NH:46][CH3:47])=[CH:41][CH:40]=3)[C:19](=[O:37])[N:20]3[CH2:25][CH2:24][CH2:23][CH2:22][CH:21]3[C:26]3[NH:27][CH:28]=[C:29]([C:31]4[CH:36]=[CH:35][CH:34]=[CH:33][CH:32]=4)[N:30]=3)C3C(=CC=CC=3)C=2C=CC=1.N1CCCCC1. The yield is 0.480.